This data is from Full USPTO retrosynthesis dataset with 1.9M reactions from patents (1976-2016). The task is: Predict the reactants needed to synthesize the given product. The reactants are: [CH2:1](/[C:3](/[C:6]1[CH:11]=[CH:10][C:9]([O:12][CH3:13])=[C:8]([O:14][CH3:15])[CH:7]=1)=[CH:4]/[CH3:5])[CH3:2].[OH2:16]. Given the product [CH3:15][O:14][C:8]1[CH:7]=[C:6]([CH:3]([CH2:1][CH3:2])[CH:4]([OH:16])[CH3:5])[CH:11]=[CH:10][C:9]=1[O:12][CH3:13], predict the reactants needed to synthesize it.